This data is from Forward reaction prediction with 1.9M reactions from USPTO patents (1976-2016). The task is: Predict the product of the given reaction. (1) Given the reactants [NH2:1][C:2]1[CH:10]=[C:9]([O:11][CH3:12])[CH:8]=[C:7]([O:13][CH3:14])[C:3]=1[C:4]([NH2:6])=[O:5].[CH3:15][S:16]([C:18]1[S:22][C:21]([C:23]2[CH:24]=[C:25]([CH:28]=[CH:29][CH:30]=2)[CH:26]=O)=[CH:20][CH:19]=1)=[O:17].OS([O-])=O.[Na+].O.C1(C)C=CC(S(O)(=O)=O)=CC=1, predict the reaction product. The product is: [CH3:14][O:13][C:7]1[CH:8]=[C:9]([O:11][CH3:12])[CH:10]=[C:2]2[C:3]=1[C:4](=[O:5])[NH:6][C:26]([C:25]1[CH:28]=[CH:29][CH:30]=[C:23]([C:21]3[S:22][C:18]([S:16]([CH3:15])=[O:17])=[CH:19][CH:20]=3)[CH:24]=1)=[N:1]2. (2) Given the reactants [OH:1][C@H:2]([C:19]1[CH:24]=[CH:23][CH:22]=[CH:21][N:20]=1)[C:3]1([C:8]2[CH:13]=[CH:12][C:11]([O:14][C:15]([F:18])([F:17])[F:16])=[CH:10][CH:9]=2)[CH2:6][C:5](=O)[CH2:4]1.Cl.[NH2:26][OH:27].CN1CCOCC1, predict the reaction product. The product is: [OH:27][N:26]=[C:5]1[CH2:4][C:3]([C@@H:2]([C:19]2[CH:24]=[CH:23][CH:22]=[CH:21][N:20]=2)[OH:1])([C:8]2[CH:9]=[CH:10][C:11]([O:14][C:15]([F:16])([F:17])[F:18])=[CH:12][CH:13]=2)[CH2:6]1. (3) Given the reactants [Cl:1][C:2]1[CH:41]=[CH:40][CH:39]=[CH:38][C:3]=1[C:4]([O:6][CH2:7][C:8]1[N:9]=[N:10][N:11]([CH:13]2[CH2:18][CH2:17][N:16](C(OC(C)(C)C)=O)[CH2:15][CH:14]2[O:26][CH2:27][C:28]2[CH:37]=[CH:36][C:35]3[C:30](=[CH:31][CH:32]=[CH:33][CH:34]=3)[CH:29]=2)[CH:12]=1)=[O:5].Cl, predict the reaction product. The product is: [ClH:1].[Cl:1][C:2]1[CH:41]=[CH:40][CH:39]=[CH:38][C:3]=1[C:4]([O:6][CH2:7][C:8]1[N:9]=[N:10][N:11]([CH:13]2[CH2:18][CH2:17][NH:16][CH2:15][CH:14]2[O:26][CH2:27][C:28]2[CH:37]=[CH:36][C:35]3[C:30](=[CH:31][CH:32]=[CH:33][CH:34]=3)[CH:29]=2)[CH:12]=1)=[O:5]. (4) The product is: [C:1]([NH:4][C@@H:5]1[C@@H:10]([N:11]=[N+:12]=[N-:13])[CH2:9][C:8]([P:26]([O:27][CH2:49][CH3:50])(=[O:28])[O:29][CH2:30][CH3:31])=[CH:7][C@@H:6]1[OH:19])(=[O:3])[CH3:2]. Given the reactants [C:1]([NH:4][C@@H:5]1[C@@H:10]([N:11]=[N+:12]=[N-:13])[CH2:9][C:8](C(OCC)=O)=[CH:7][C@@H:6]1[OH:19])(=[O:3])[CH3:2].C1([P:26]([O-:29])(=[O:28])[O-:27])CCCCC=1.[CH:30]1C=CC(P(C2C=CC=CC=2)C2C=CC=CC=2)=C[CH:31]=1.[CH3:49][CH:50](OC(/N=N/C(OC(C)C)=O)=O)C.C1C=CC(P(N=[N+]=[N-])(C2C=CC=CC=2)=O)=CC=1, predict the reaction product. (5) Given the reactants CSC1C=CN=C([O:9][C@@H:10]2[CH2:15][CH2:14][C@@H:13]([CH3:16])[N:12](C(C3C=CC=CC=3N3N=CC=N3)=O)[CH2:11]2)C=1C#N.[C:40](O[C:40]([O:42][C:43]([CH3:46])([CH3:45])[CH3:44])=[O:41])([O:42][C:43]([CH3:46])([CH3:45])[CH3:44])=[O:41], predict the reaction product. The product is: [OH:9][C@H:10]1[CH2:11][N:12]([C:40]([O:42][C:43]([CH3:44])([CH3:45])[CH3:46])=[O:41])[C@H:13]([CH3:16])[CH2:14][CH2:15]1. (6) Given the reactants CC([CH:5]1[CH2:10][N:9]([CH2:11][C:12]2[CH:17]=[CH:16][C:15]([C:18]3[CH:19]=[C:20]4[C:25](=[CH:26][CH:27]=3)[N:24]([C:28](=[O:30])[CH3:29])[C@@H:23]([CH3:31])[CH2:22][C@H:21]4[NH:32][C:33]([O:35][CH:36]([CH3:38])[CH3:37])=[O:34])=[CH:14][CH:13]=2)[CH2:8][CH2:7][N:6]1C([O-])=O)(C)C.[ClH:42], predict the reaction product. The product is: [ClH:42].[ClH:42].[C:28]([N:24]1[C:25]2[C:20](=[CH:19][C:18]([C:15]3[CH:16]=[CH:17][C:12]([CH2:11][N:9]4[CH2:8][CH2:7][NH:6][CH2:5][CH2:10]4)=[CH:13][CH:14]=3)=[CH:27][CH:26]=2)[C@H:21]([NH:32][C:33](=[O:34])[O:35][CH:36]([CH3:37])[CH3:38])[CH2:22][C@@H:23]1[CH3:31])(=[O:30])[CH3:29]. (7) Given the reactants C(OC([NH:8][CH2:9][C@H:10]1[CH2:15][CH2:14][C@H:13]([C:16]([NH:18][C@H:19]([C:48](=[O:61])[NH:49][C:50]2[CH:55]=[CH:54][C:53]([C:56]3[NH:60][N:59]=[N:58][N:57]=3)=[CH:52][CH:51]=2)[CH2:20][C:21]2[CH:26]=[CH:25][C:24]([C:27]3[CH:32]=[CH:31][C:30]([C:33]([NH:35][CH:36]4[C:41](=[O:42])[NH:40][CH:39]([C:43]([O:45][CH3:46])=[O:44])[CH2:38][CH2:37]4)=[O:34])=[CH:29][C:28]=3[CH3:47])=[CH:23][CH:22]=2)=[O:17])[CH2:12][CH2:11]1)=O)(C)(C)C.[ClH:62], predict the reaction product. The product is: [ClH:62].[NH2:8][CH2:9][C@H:10]1[CH2:15][CH2:14][C@H:13]([C:16]([NH:18][C@H:19]([C:48](=[O:61])[NH:49][C:50]2[CH:55]=[CH:54][C:53]([C:56]3[NH:60][N:59]=[N:58][N:57]=3)=[CH:52][CH:51]=2)[CH2:20][C:21]2[CH:26]=[CH:25][C:24]([C:27]3[CH:32]=[CH:31][C:30]([C:33]([NH:35][CH:36]4[C:41](=[O:42])[NH:40][CH:39]([C:43]([O:45][CH3:46])=[O:44])[CH2:38][CH2:37]4)=[O:34])=[CH:29][C:28]=3[CH3:47])=[CH:23][CH:22]=2)=[O:17])[CH2:12][CH2:11]1.